This data is from Forward reaction prediction with 1.9M reactions from USPTO patents (1976-2016). The task is: Predict the product of the given reaction. (1) Given the reactants [CH3:1][O:2][C:3]([C:5]1[CH:6]=[C:7]2[CH:13]=[C:12]([C:14]([C:21]3[CH:22]=[N:23][C:24]([S:27]([CH3:29])=[O:28])=[CH:25][CH:26]=3)=[CH:15][CH:16]3[CH2:20][CH2:19][CH2:18][CH2:17]3)[N:11]([S:30]([C:33]3[CH:38]=[CH:37][CH:36]=[CH:35][CH:34]=3)(=[O:32])=[O:31])[C:8]2=[N:9][CH:10]=1)=[O:4].[Mn]([O-])(=O)(=O)=[O:40].[K+], predict the reaction product. The product is: [CH3:1][O:2][C:3]([C:5]1[CH:6]=[C:7]2[CH:13]=[C:12]([C:14]([C:21]3[CH:22]=[N:23][C:24]([S:27]([CH3:29])(=[O:40])=[O:28])=[CH:25][CH:26]=3)=[CH:15][CH:16]3[CH2:17][CH2:18][CH2:19][CH2:20]3)[N:11]([S:30]([C:33]3[CH:38]=[CH:37][CH:36]=[CH:35][CH:34]=3)(=[O:32])=[O:31])[C:8]2=[N:9][CH:10]=1)=[O:4]. (2) Given the reactants [Cl:1][C:2]1[CH:9]=[CH:8][C:5]([C:6]#[N:7])=[C:4]([OH:10])[CH:3]=1.[Cl:11][CH2:12][CH2:13][C@@H:14]([C:16]1[S:17][CH:18]=[CH:19][CH:20]=1)O, predict the reaction product. The product is: [Cl:1][C:2]1[CH:9]=[CH:8][C:5]([C:6]#[N:7])=[C:4]([O:10][C@@H:14]([C:16]2[S:17][CH:18]=[CH:19][CH:20]=2)[CH2:13][CH2:12][Cl:11])[CH:3]=1. (3) Given the reactants C[O:2][C:3](=O)[C:4]1[CH:9]=[CH:8][C:7]([CH2:10][NH:11][C:12]([N:14]2[CH2:19][CH2:18][CH:17]([CH2:20][C:21]3[CH:26]=[CH:25][CH:24]=[CH:23][CH:22]=3)[CH2:16][CH2:15]2)=[O:13])=[CH:6][CH:5]=1.[CH3:28][N:29](C(ON1N=NC2C=CC=CC1=2)=[N+](C)C)C.F[P-](F)(F)(F)(F)F.CCN(C(C)C)C(C)C.Cl.CN, predict the reaction product. The product is: [CH2:20]([CH:17]1[CH2:16][CH2:15][N:14]([C:12]([NH:11][CH2:10][C:7]2[CH:6]=[CH:5][C:4]([C:3](=[O:2])[NH:29][CH3:28])=[CH:9][CH:8]=2)=[O:13])[CH2:19][CH2:18]1)[C:21]1[CH:22]=[CH:23][CH:24]=[CH:25][CH:26]=1. (4) The product is: [CH2:1]([S:8][C:9]([C:33]#[N:34])([CH3:36])[CH2:10][NH:11][C:12]([C:14]1[NH:15][C:16]2[C:21]([CH:22]=1)=[CH:20][CH:19]=[CH:18][C:17]=2[N:23]([CH3:32])[S:24]([C:27]1[S:28][CH:29]=[CH:30][CH:31]=1)(=[O:26])=[O:25])=[O:13])[C:2]1[CH:3]=[CH:4][CH:5]=[CH:6][CH:7]=1. Given the reactants [CH2:1]([S:8][C:9]([CH3:36])([CH:33]=[N:34]O)[CH2:10][NH:11][C:12]([C:14]1[NH:15][C:16]2[C:21]([CH:22]=1)=[CH:20][CH:19]=[CH:18][C:17]=2[N:23]([CH3:32])[S:24]([C:27]1[S:28][CH:29]=[CH:30][CH:31]=1)(=[O:26])=[O:25])=[O:13])[C:2]1[CH:7]=[CH:6][CH:5]=[CH:4][CH:3]=1.FC(F)(F)S(OS(C(F)(F)F)(=O)=O)(=O)=O, predict the reaction product. (5) Given the reactants C[O:2][C:3](=[O:49])[C:4]([CH3:48])([CH3:47])[CH2:5][C@@H:6]1[CH2:11][C@H:10]([C:12]2[CH:17]=[CH:16][C:15]([O:18][CH3:19])=[CH:14][CH:13]=2)[C@@H:9]([O:20][CH2:21][C:22]2[CH:23]=[CH:24][C:25]3[O:30][CH2:29][CH2:28][N:27]([CH2:31][CH2:32][CH2:33][O:34][CH3:35])[C:26]=3[CH:36]=2)[CH2:8][N:7]1[S:37]([C:40]1[CH:45]=[CH:44][C:43]([CH3:46])=[CH:42][CH:41]=1)(=[O:39])=[O:38].[OH-].[Na+], predict the reaction product. The product is: [CH3:19][O:18][C:15]1[CH:14]=[CH:13][C:12]([C@@H:10]2[C@@H:9]([O:20][CH2:21][C:22]3[CH:23]=[CH:24][C:25]4[O:30][CH2:29][CH2:28][N:27]([CH2:31][CH2:32][CH2:33][O:34][CH3:35])[C:26]=4[CH:36]=3)[CH2:8][N:7]([S:37]([C:40]3[CH:45]=[CH:44][C:43]([CH3:46])=[CH:42][CH:41]=3)(=[O:38])=[O:39])[C@H:6]([CH2:5][C:4]([CH3:48])([CH3:47])[C:3]([OH:49])=[O:2])[CH2:11]2)=[CH:17][CH:16]=1. (6) Given the reactants C(OC([N:8]1[C:17]2[C:12](=[CH:13][C:14]([O:18]C)=[CH:15][CH:16]=2)[CH:11]=[C:10]([NH2:20])[CH2:9]1)=O)(C)(C)C.[BrH:21], predict the reaction product. The product is: [BrH:21].[BrH:21].[OH:18][C:14]1[CH:13]=[C:12]2[C:17](=[CH:16][CH:15]=1)[N:8]=[CH:9][C:10]([NH2:20])=[CH:11]2. (7) The product is: [OH:3][CH2:4][CH2:5][CH:6]([C:13]1[CH:21]=[CH:20][CH:19]=[C:18]2[C:14]=1[C:15]([C:22]#[N:23])=[CH:16][NH:17]2)[C:7]1[CH:8]=[CH:9][CH:10]=[CH:11][CH:12]=1. Given the reactants C([O:3][C:4](=O)[CH2:5][CH:6]([C:13]1[CH:21]=[CH:20][CH:19]=[C:18]2[C:14]=1[C:15]([C:22]#[N:23])=[CH:16][NH:17]2)[C:7]1[CH:12]=[CH:11][CH:10]=[CH:9][CH:8]=1)C.COCCO[AlH2-]OCCOC.[Na+], predict the reaction product.